Dataset: Full USPTO retrosynthesis dataset with 1.9M reactions from patents (1976-2016). Task: Predict the reactants needed to synthesize the given product. (1) Given the product [N:11]1[C:10]2[NH:14][CH:15]=[CH:16][C:9]=2[C:8]([C:7]2[C:2]([NH:17][C:18]3[C:19]([CH3:37])=[CH:20][CH:21]=[C:22]4[C:27]=3[N:26]=[CH:25][N:24]=[C:23]4[NH:28][C:29]3[CH:36]=[CH:35][C:32]([C:33]#[N:34])=[CH:31][CH:30]=3)=[N:3][CH:4]=[CH:5][CH:6]=2)=[N:13][CH:12]=1, predict the reactants needed to synthesize it. The reactants are: F[C:2]1[C:7]([C:8]2[C:9]3[CH:16]=[CH:15][NH:14][C:10]=3[N:11]=[CH:12][N:13]=2)=[CH:6][CH:5]=[CH:4][N:3]=1.[NH2:17][C:18]1[C:19]([CH3:37])=[CH:20][CH:21]=[C:22]2[C:27]=1[N:26]=[CH:25][N:24]=[C:23]2[NH:28][C:29]1[CH:36]=[CH:35][C:32]([C:33]#[N:34])=[CH:31][CH:30]=1.C[Si]([N-][Si](C)(C)C)(C)C.[Li+].N. (2) The reactants are: [F:1][C:2]([F:31])([F:30])[C:3]1[CH:4]=[C:5]([CH:23]=[C:24]([C:26]([F:29])([F:28])[F:27])[CH:25]=1)[CH2:6][N:7]([CH2:12][C:13]1[CH:18]=[C:17]([N+:19]([O-:21])=[O:20])[CH:16]=[CH:15][C:14]=1Br)[C:8](=[O:11])[O:9][CH3:10].[CH3:32][O:33][C:34]1[CH:39]=[CH:38][C:37]([CH:40]([CH3:42])[CH3:41])=[CH:36][C:35]=1B(O)O.C(=O)([O-])[O-].[K+].[K+].CC(C)=O.O. Given the product [F:1][C:2]([F:31])([F:30])[C:3]1[CH:4]=[C:5]([CH:23]=[C:24]([C:26]([F:29])([F:28])[F:27])[CH:25]=1)[CH2:6][N:7]([CH2:12][C:13]1[CH:18]=[C:17]([N+:19]([O-:21])=[O:20])[CH:16]=[CH:15][C:14]=1[C:39]1[CH:38]=[C:37]([CH:40]([CH3:42])[CH3:41])[CH:36]=[CH:35][C:34]=1[O:33][CH3:32])[C:8](=[O:11])[O:9][CH3:10], predict the reactants needed to synthesize it. (3) Given the product [N:19]1([S:16]([C:9]2[CH:8]=[CH:7][C:6]([OH:5])=[C:15]3[C:10]=2[CH:11]=[CH:12][CH:13]=[N:14]3)(=[O:18])=[O:17])[CH2:23][CH2:22][CH2:21][CH2:20]1, predict the reactants needed to synthesize it. The reactants are: C[Si](C)(C)CC[O:5][C:6]1[CH:7]=[CH:8][C:9]([S:16]([N:19]2[CH2:23][CH2:22][CH2:21][CH2:20]2)(=[O:18])=[O:17])=[C:10]2[C:15]=1[N:14]=[CH:13][CH:12]=[CH:11]2.[F-].C([N+](CCCC)(CCCC)CCCC)CCC. (4) Given the product [C:40]([O:39][C:38]([NH:37][CH2:36][CH:35]([C:12]1([C:15]([O:17][CH3:18])=[O:16])[CH2:11][CH2:10][N:9]([C:19]([O:21][C:22]([CH3:25])([CH3:24])[CH3:23])=[O:20])[CH2:14][CH2:13]1)[OH:34])=[O:44])([CH3:43])([CH3:42])[CH3:41], predict the reactants needed to synthesize it. The reactants are: [Li+].CC([N-]C(C)C)C.[N:9]1([C:19]([O:21][C:22]([CH3:25])([CH3:24])[CH3:23])=[O:20])[CH2:14][CH2:13][CH:12]([C:15]([O:17][CH3:18])=[O:16])[CH2:11][CH2:10]1.CN(CCN(C)C)C.[O:34]=[CH:35][CH2:36][NH:37][C:38](=[O:44])[O:39][C:40]([CH3:43])([CH3:42])[CH3:41]. (5) Given the product [S:1]1[CH:5]=[CH:4][C:3]2[CH:6]=[C:7]([CH2:10][S:11]([CH2:14][CH:15]([N:24]([OH:27])[CH:25]=[O:26])[C:16]3[CH:21]=[CH:20][C:19]([Cl:22])=[C:18]([Cl:23])[CH:17]=3)(=[O:13])=[O:12])[CH:8]=[CH:9][C:2]1=2, predict the reactants needed to synthesize it. The reactants are: [S:1]1[CH:5]=[CH:4][C:3]2[CH:6]=[C:7]([CH2:10][S:11]([CH2:14][CH:15]([N:24]([O:27]CC3C=CC=CC=3)[CH:25]=[O:26])[C:16]3[CH:21]=[CH:20][C:19]([Cl:22])=[C:18]([Cl:23])[CH:17]=3)(=[O:13])=[O:12])[CH:8]=[CH:9][C:2]1=2.C1C=C(Cl)C=C(C(OO)=O)C=1.CSC.